Predict the reaction yield, written as a fraction of the theoretical maximum amount of product (1.0 means a 100% yield; for example, 0.34 means a 34% yield). From a dataset of Reaction yield outcomes from USPTO patents with 853,638 reactions. (1) The reactants are [I:1][C:2]1[CH:3]=[C:4]2[C:8](=[CH:9][CH:10]=1)[NH:7][C:6](=[O:11])[C:5]2=O.[NH:13]([C:15]([C:17]1[CH:34]=[CH:33][C:20]([C:21]([NH:23][C:24]2[CH:32]=[CH:31][C:27]([C:28]([OH:30])=[O:29])=[CH:26][CH:25]=2)=[O:22])=[CH:19][CH:18]=1)=[O:16])[NH2:14]. The catalyst is C(O)(=O)C. The product is [I:1][C:2]1[CH:3]=[C:4]2[C:8](=[CH:9][CH:10]=1)[NH:7][C:6](=[O:11])[C:5]2=[N:14][NH:13][C:15]([C:17]1[CH:34]=[CH:33][C:20]([C:21]([NH:23][C:24]2[CH:32]=[CH:31][C:27]([C:28]([OH:30])=[O:29])=[CH:26][CH:25]=2)=[O:22])=[CH:19][CH:18]=1)=[O:16]. The yield is 0.750. (2) The reactants are [NH2:1][C@@H:2]([CH2:5][C:6]([CH3:9])([CH3:8])[CH3:7])[CH2:3][OH:4].C(N(CC)CC)C.[C:17](O[C:17]([O:19][C:20]([CH3:23])([CH3:22])[CH3:21])=[O:18])([O:19][C:20]([CH3:23])([CH3:22])[CH3:21])=[O:18]. The catalyst is O1CCCC1. The product is [C:20]([O:19][C:17](=[O:18])[NH:1][C@H:2]([CH2:3][OH:4])[CH2:5][C:6]([CH3:9])([CH3:8])[CH3:7])([CH3:23])([CH3:22])[CH3:21]. The yield is 0.790. (3) The reactants are [CH2:1]([C:3]1[CH:18]=[CH:17][C:6]([O:7][C:8]2[C:9]([N+:14]([O-])=O)=[N:10][CH:11]=[CH:12][CH:13]=2)=[C:5]([O:19][CH3:20])[CH:4]=1)[CH3:2].C.O.NN. The catalyst is CO. The product is [CH2:1]([C:3]1[CH:18]=[CH:17][C:6]([O:7][C:8]2[C:9]([NH2:14])=[N:10][CH:11]=[CH:12][CH:13]=2)=[C:5]([O:19][CH3:20])[CH:4]=1)[CH3:2]. The yield is 1.00. (4) The reactants are [CH3:1][N:2]1[C:10]2[C:5](=[CH:6][CH:7]=[CH:8][CH:9]=2)[C:4]([C:11](Cl)=[O:12])=[CH:3]1.[Br:14][C:15]1[C:24]([O:25][CH3:26])=[CH:23][CH:22]=[C:21]2[C:16]=1[CH:17]=[CH:18][C:19]([CH2:27][N-:28][CH3:29])=[CH:20]2.C(N(CC)CC)C. The catalyst is C(Cl)Cl. The product is [Br:14][C:15]1[C:24]([O:25][CH3:26])=[CH:23][CH:22]=[C:21]2[C:16]=1[CH:17]=[CH:18][C:19]([CH2:27][N:28]([CH3:29])[C:11]([C:4]1[C:5]3[C:10](=[CH:9][CH:8]=[CH:7][CH:6]=3)[N:2]([CH3:1])[CH:3]=1)=[O:12])=[CH:20]2. The yield is 0.790. (5) The reactants are [CH3:1][O:2][C:3](=[O:23])[C:4]1[CH:9]=[CH:8][C:7]([CH2:10][NH:11][CH:12]=O)=[N:6][C:5]=1[NH:14][C:15]1[CH:20]=[CH:19][C:18]([Br:21])=[CH:17][C:16]=1[F:22].O(Cl)Cl.[P+5]. The catalyst is C1(C)C=CC=CC=1. The product is [CH3:1][O:2][C:3]([C:4]1[CH:9]=[CH:8][C:7]2[N:6]([CH:12]=[N:11][CH:10]=2)[C:5]=1[NH:14][C:15]1[CH:20]=[CH:19][C:18]([Br:21])=[CH:17][C:16]=1[F:22])=[O:23]. The yield is 0.490. (6) The reactants are FC(F)(F)C(OI(C1C=CC=CC=1)OC(=O)C(F)(F)F)=O.[F:22][C:23]1[CH:52]=[CH:51][C:26]([C:27]([NH:29][N:30]=[CH:31][C:32]2[CH:37]=[CH:36][C:35]([C@@H:38]3[O:43][CH2:42][CH2:41][N:40]([C:44]([O:46][C:47]([CH3:50])([CH3:49])[CH3:48])=[O:45])[CH2:39]3)=[CH:34][CH:33]=2)=[O:28])=[CH:25][CH:24]=1. The catalyst is C(Cl)(Cl)Cl. The product is [F:22][C:23]1[CH:24]=[CH:25][C:26]([C:27]2[O:28][C:31]([C:32]3[CH:33]=[CH:34][C:35]([C@@H:38]4[O:43][CH2:42][CH2:41][N:40]([C:44]([O:46][C:47]([CH3:48])([CH3:49])[CH3:50])=[O:45])[CH2:39]4)=[CH:36][CH:37]=3)=[N:30][N:29]=2)=[CH:51][CH:52]=1. The yield is 0.660.